Dataset: Full USPTO retrosynthesis dataset with 1.9M reactions from patents (1976-2016). Task: Predict the reactants needed to synthesize the given product. (1) Given the product [NH2:20][C@@H:16]1[C:15]2[CH:28]=[C:11]([CH:12]=[CH:13][N:14]=2)[C:10]2[CH:9]=[CH:8][CH:7]=[CH:6][C:5]=2[NH:4][C:3](=[O:29])[C@H:2]([CH3:1])[CH2:19][CH2:18][CH2:17]1, predict the reactants needed to synthesize it. The reactants are: [CH3:1][C@@H:2]1[CH2:19][CH2:18][CH2:17][C@H:16]([NH:20]C(=O)OC(C)(C)C)[C:15]2[CH:28]=[C:11]([CH:12]=[CH:13][N:14]=2)[C:10]2[CH:9]=[CH:8][CH:7]=[CH:6][C:5]=2[NH:4][C:3]1=[O:29].C(O)(C(F)(F)F)=O. (2) Given the product [CH2:43]([O:42][C:41](=[O:45])[CH2:51][CH:21]([C:22]1[CH:23]=[N:24][C:25]([CH3:28])=[N:26][CH:27]=1)[CH:20]=[CH:19][CH2:18][CH2:17][CH2:16][CH2:15][C:13]1[CH:12]=[CH:11][CH:10]=[C:9]([NH:8][CH2:7][C:6]2[CH:30]=[CH:31][C:3]([O:2][CH3:1])=[CH:4][CH:5]=2)[N:14]=1)[CH3:44], predict the reactants needed to synthesize it. The reactants are: [CH3:1][O:2][C:3]1[CH:31]=[CH:30][C:6]([CH2:7][NH:8][C:9]2[N:14]=[C:13]([CH2:15][CH2:16][CH2:17][CH2:18][CH:19](O)[CH:20]=[CH:21][C:22]3[CH:23]=[N:24][C:25]([CH3:28])=[N:26][CH:27]=3)[CH:12]=[CH:11][CH:10]=2)=[CH:5][CH:4]=1.C(O)(=O)CC.Cl.[Cl-].[Na+].O.[C:41]([CH3:51])(OCC)([O:45]CC)[O:42][CH2:43][CH3:44].